This data is from Reaction yield outcomes from USPTO patents with 853,638 reactions. The task is: Predict the reaction yield, written as a fraction of the theoretical maximum amount of product (1.0 means a 100% yield; for example, 0.34 means a 34% yield). (1) The yield is 0.490. The product is [CH3:11][O:10][CH2:9][C@@H:8]1[O:7][C:6]2([CH2:16][CH2:15][CH2:14][CH2:13][CH2:12]2)[O:5][C@H:4]1[C:3]([Cl:17])=[N:2][O:1][S:19]([CH3:18])(=[O:21])=[O:20]. The reactants are [OH:1][N:2]=[C:3]([Cl:17])[C@H:4]1[C@H:8]([CH2:9][O:10][CH3:11])[O:7][C:6]2([CH2:16][CH2:15][CH2:14][CH2:13][CH2:12]2)[O:5]1.[CH3:18][S:19](Cl)(=[O:21])=[O:20].C(N(CC)CC)C. The catalyst is CCOCC. (2) The reactants are [F:1][C:2]1[CH:7]=[C:6]([N:8]2[CH2:12][C@H:11]([CH2:13][NH:14][C:15](=[O:17])[CH3:16])[O:10][C:9]2=[O:18])[CH:5]=[CH:4][C:3]=1[C:19]1[CH:24]=[CH:23][C:22]([CH2:25][NH:26][CH2:27][C:28]2[NH:32][N:31]=[N:30][CH:29]=2)=[CH:21][CH:20]=1.[S:33](=[O:37])(=[O:36])([OH:35])[OH:34].C(O)(C)C. The catalyst is CO. The product is [S:33]([OH:37])([OH:36])(=[O:35])=[O:34].[F:1][C:2]1[CH:7]=[C:6]([N:8]2[CH2:12][C@H:11]([CH2:13][NH:14][C:15](=[O:17])[CH3:16])[O:10][C:9]2=[O:18])[CH:5]=[CH:4][C:3]=1[C:19]1[CH:24]=[CH:23][C:22]([CH2:25][NH:26][CH2:27][C:28]2[NH:32][N:31]=[N:30][CH:29]=2)=[CH:21][CH:20]=1. The yield is 0.777. (3) The reactants are [Br:1][C:2]1[CH:3]=[N:4][CH:5]=[C:6]([CH:10]=1)[C:7]([OH:9])=[O:8].[C:11](OC(OC(O[C:11]([CH3:14])([CH3:13])[CH3:12])=O)=O)([CH3:14])([CH3:13])[CH3:12].C(N(CC)CC)C.N1(C2C=CN=CC=2)CCCC1. The catalyst is C1COCC1. The product is [Br:1][C:2]1[CH:3]=[N:4][CH:5]=[C:6]([CH:10]=1)[C:7]([O:9][C:11]([CH3:14])([CH3:13])[CH3:12])=[O:8]. The yield is 0.910. (4) The reactants are CS(Cl)(=O)=O.[Cl:6][C:7]1[CH:8]=[C:9]([CH:27]=[CH:28][C:29]=1[O:30][CH2:31][C:32]1[CH:37]=[CH:36][CH:35]=[C:34]([F:38])[CH:33]=1)[NH:10][C:11]1[C:16]([C:17]#[C:18][C:19]2[N:24]=[C:23]([CH2:25]O)[CH:22]=[CH:21][CH:20]=2)=[CH:15][N:14]=[CH:13][N:12]=1.[CH3:39][O:40][CH2:41][CH2:42][NH2:43].O. The catalyst is C(Cl)Cl. The product is [Cl:6][C:7]1[CH:8]=[C:9]([NH:10][C:11]2[C:16]([C:17]#[C:18][C:19]3[CH:20]=[CH:21][CH:22]=[C:23]([CH2:25][NH:43][CH2:42][CH2:41][O:40][CH3:39])[N:24]=3)=[CH:15][N:14]=[CH:13][N:12]=2)[CH:27]=[CH:28][C:29]=1[O:30][CH2:31][C:32]1[CH:37]=[CH:36][CH:35]=[C:34]([F:38])[CH:33]=1. The yield is 0.580. (5) The reactants are Cl[C:2]1[CH:7]=[CH:6][N:5]=[CH:4][C:3]=1[N+:8]([O-:10])=[O:9].[F:11][C:12]1[CH:17]=[CH:16][C:15](B(O)O)=[C:14]([CH3:21])[CH:13]=1.C(=O)([O-])[O-].[K+].[K+]. The catalyst is O1CCOCC1. The product is [F:11][C:12]1[CH:17]=[CH:16][C:15]([C:2]2[CH:7]=[CH:6][N:5]=[CH:4][C:3]=2[N+:8]([O-:10])=[O:9])=[C:14]([CH3:21])[CH:13]=1. The yield is 0.900. (6) The reactants are [Cl:1][C:2]1[N:7]=[N:6][C:5]([C:8](OCC)=[O:9])=[C:4]([NH:13][C:14]2[CH:19]=[CH:18][CH:17]=[C:16]([O:20][CH:21]([CH3:23])[CH3:22])[N:15]=2)[CH:3]=1.[NH3:24].CO. No catalyst specified. The product is [Cl:1][C:2]1[N:7]=[N:6][C:5]([C:8]([NH2:24])=[O:9])=[C:4]([NH:13][C:14]2[CH:19]=[CH:18][CH:17]=[C:16]([O:20][CH:21]([CH3:23])[CH3:22])[N:15]=2)[CH:3]=1. The yield is 0.970.